Dataset: Forward reaction prediction with 1.9M reactions from USPTO patents (1976-2016). Task: Predict the product of the given reaction. (1) Given the reactants [NH2:1][C:2]1[CH:7]=[CH:6][C:5]([Cl:8])=[CH:4][C:3]=1[C:9]([C:11]1[CH:16]=[CH:15][N:14]=[CH:13][CH:12]=1)=[O:10].[CH3:17][O:18][C:19]1[CH:24]=[CH:23][C:22]([S:25](Cl)(=[O:27])=[O:26])=[CH:21][CH:20]=1, predict the reaction product. The product is: [Cl:8][C:5]1[CH:6]=[CH:7][C:2]([NH:1][S:25]([C:22]2[CH:21]=[CH:20][C:19]([O:18][CH3:17])=[CH:24][CH:23]=2)(=[O:27])=[O:26])=[C:3]([C:9]([C:11]2[CH:16]=[CH:15][N:14]=[CH:13][CH:12]=2)=[O:10])[CH:4]=1. (2) Given the reactants [F:1][C:2]([F:27])([C:20]1[CH:25]=[CH:24][C:23]([F:26])=[CH:22][N:21]=1)[CH2:3][N:4]1[CH2:9][CH2:8][CH:7]([NH:10][C:11]2[C:12]3[CH:19]=[CH:18][NH:17][C:13]=3[N:14]=[CH:15][N:16]=2)[CH2:6][CH2:5]1.[ClH:28].CO, predict the reaction product. The product is: [ClH:28].[F:27][C:2]([F:1])([C:20]1[CH:25]=[CH:24][C:23]([F:26])=[CH:22][N:21]=1)[CH2:3][N:4]1[CH2:9][CH2:8][CH:7]([NH:10][C:11]2[C:12]3[CH:19]=[CH:18][NH:17][C:13]=3[N:14]=[CH:15][N:16]=2)[CH2:6][CH2:5]1. (3) Given the reactants [N:1]1[C:10]2[CH:9]([NH:11][CH2:12][CH2:13][CH2:14][CH2:15][NH:16]C(=O)OC(C)(C)C)[CH2:8][CH2:7][CH2:6][C:5]=2[CH:4]=[CH:3][CH:2]=1.[CH3:24][N:25]1[CH2:30][CH2:29][N:28]([C:31]2[N:36]3[CH:37]=[C:38]([CH:40]=O)[N:39]=[C:35]3[CH:34]=[CH:33][CH:32]=2)[CH2:27][CH2:26]1, predict the reaction product. The product is: [CH3:24][N:25]1[CH2:30][CH2:29][N:28]([C:31]2[N:36]3[CH:37]=[C:38]([CH2:40][N:11]([CH:9]4[C:10]5[N:1]=[CH:2][CH:3]=[CH:4][C:5]=5[CH2:6][CH2:7][CH2:8]4)[CH2:12][CH2:13][CH2:14][CH2:15][NH2:16])[N:39]=[C:35]3[CH:34]=[CH:33][CH:32]=2)[CH2:27][CH2:26]1.